Dataset: NCI-60 drug combinations with 297,098 pairs across 59 cell lines. Task: Regression. Given two drug SMILES strings and cell line genomic features, predict the synergy score measuring deviation from expected non-interaction effect. Drug 1: COC1=C(C=C2C(=C1)N=CN=C2NC3=CC(=C(C=C3)F)Cl)OCCCN4CCOCC4. Drug 2: C1=NC2=C(N1)C(=S)N=CN2. Cell line: COLO 205. Synergy scores: CSS=19.6, Synergy_ZIP=-6.03, Synergy_Bliss=-4.38, Synergy_Loewe=-5.68, Synergy_HSA=-2.05.